The task is: Predict the reactants needed to synthesize the given product.. This data is from Full USPTO retrosynthesis dataset with 1.9M reactions from patents (1976-2016). (1) Given the product [OH:30][CH2:29][CH2:28][CH2:27][CH2:26][CH2:25][CH2:24][CH2:23][CH2:22][CH2:21][CH2:20][CH2:19][O:1][C:2]1[CH:3]=[C:4]([CH:7]=[C:8]([O:11][CH2:19][CH2:20][CH2:21][CH2:22][CH2:23][CH2:24][CH2:25][CH2:26][CH2:27][CH2:28][CH2:12][OH:15])[C:9]=1[O:10][CH2:19][CH2:20][CH2:21][CH2:22][CH2:23][CH2:24][CH2:25][CH2:26][CH2:27][CH2:28][CH2:29][OH:30])[CH:5]=[O:6], predict the reactants needed to synthesize it. The reactants are: [OH:1][C:2]1[CH:3]=[C:4]([CH:7]=[C:8]([OH:11])[C:9]=1[OH:10])[CH:5]=[O:6].[C:12]([O-:15])([O-])=O.[K+].[K+].Br[CH2:19][CH2:20][CH2:21][CH2:22][CH2:23][CH2:24][CH2:25][CH2:26][CH2:27][CH2:28][CH2:29][OH:30]. (2) Given the product [C:1]([O:5][C:6]([C:8]1([C:19](=[O:24])[N:20]([O:22][CH3:23])[CH3:21])[CH:10]([C:11]2[CH:16]=[CH:15][CH:14]=[CH:13][CH:12]=2)[CH:9]1[CH2:17][O:18][CH3:25])=[O:7])([CH3:4])([CH3:3])[CH3:2], predict the reactants needed to synthesize it. The reactants are: [C:1]([O:5][C:6]([C:8]1([C:19](=[O:24])[N:20]([O:22][CH3:23])[CH3:21])[CH:10]([C:11]2[CH:16]=[CH:15][CH:14]=[CH:13][CH:12]=2)[CH:9]1[CH2:17][OH:18])=[O:7])([CH3:4])([CH3:3])[CH3:2].[CH3:25]I. (3) Given the product [Br:12][C:13]1[CH:14]=[C:15]([C:6]2[CH:7]=[CH:8][C:3]([CH:1]=[O:2])=[CH:4][CH:5]=2)[CH:16]=[CH:17][CH:18]=1, predict the reactants needed to synthesize it. The reactants are: [CH:1]([C:3]1[CH:8]=[CH:7][C:6](B(O)O)=[CH:5][CH:4]=1)=[O:2].[Br:12][C:13]1[CH:18]=[CH:17][CH:16]=[C:15](Br)[CH:14]=1. (4) Given the product [OH:26][CH2:27][CH:28]([NH:31][S:32]([C:35]1[S:36][C:37]([C:2]#[C:1][C:3]2[CH:4]=[N:5][N:6]3[C:11]([C:12]([F:14])([F:13])[F:15])=[CH:10][C:9]([C:16]4[CH:21]=[CH:20][C:19]([C:22]([F:25])([F:24])[F:23])=[CH:18][CH:17]=4)=[N:8][C:7]=23)=[CH:38][CH:39]=1)(=[O:34])=[O:33])[CH2:29][OH:30], predict the reactants needed to synthesize it. The reactants are: [C:1]([C:3]1[CH:4]=[N:5][N:6]2[C:11]([C:12]([F:15])([F:14])[F:13])=[CH:10][C:9]([C:16]3[CH:21]=[CH:20][C:19]([C:22]([F:25])([F:24])[F:23])=[CH:18][CH:17]=3)=[N:8][C:7]=12)#[CH:2].[OH:26][CH2:27][CH:28]([NH:31][S:32]([C:35]1[S:36][C:37](Cl)=[CH:38][CH:39]=1)(=[O:34])=[O:33])[CH2:29][OH:30]. (5) Given the product [F:1][C:2]1[CH:3]=[C:4]2[C:5]([C:17]([OH:18])=[C:11]([C:12]([O:14][CH2:15][CH3:16])=[O:13])[C:9](=[O:10])[C:8]2([CH3:22])[CH3:23])=[CH:6][CH:7]=1, predict the reactants needed to synthesize it. The reactants are: [F:1][C:2]1[CH:3]=[C:4]([C:8]([CH3:23])([CH3:22])[C:9]([CH:11]([C:17](OCC)=[O:18])[C:12]([O:14][CH2:15][CH3:16])=[O:13])=[O:10])[CH:5]=[CH:6][CH:7]=1.OS(O)(=O)=O. (6) Given the product [CH3:1][C:2]1[CH:3]=[CH:4][CH:5]=[C:6]2[C:11]=1[N:10]=[C:9]([C:12]1[CH:17]=[CH:16][CH:15]=[CH:14][C:13]=1[C:18]([F:21])([F:19])[F:20])[C:8]([CH2:22][NH:23][C:34]1[N:42]=[CH:41][N:40]=[C:39]3[C:35]=1[N:36]=[CH:37][NH:38]3)=[CH:7]2, predict the reactants needed to synthesize it. The reactants are: [CH3:1][C:2]1[CH:3]=[CH:4][CH:5]=[C:6]2[C:11]=1[N:10]=[C:9]([C:12]1[CH:17]=[CH:16][CH:15]=[CH:14][C:13]=1[C:18]([F:21])([F:20])[F:19])[C:8]([CH2:22][NH2:23])=[CH:7]2.CCN(C(C)C)C(C)C.Cl[C:34]1[N:42]=[CH:41][N:40]=[C:39]2[C:35]=1[NH:36][CH:37]=[N:38]2.